This data is from Reaction yield outcomes from USPTO patents with 853,638 reactions. The task is: Predict the reaction yield, written as a fraction of the theoretical maximum amount of product (1.0 means a 100% yield; for example, 0.34 means a 34% yield). The reactants are [CH:1]([O:4][C:5]1(O)[CH:12]=[CH:11][CH:10]=[CH:9][CH:6]1[CH:7]=O)([CH3:3])[CH3:2].[O:14]1CC[CH2:16][CH2:15]1. No catalyst specified. The product is [CH:1]([O:4][C:5]1[CH:12]=[CH:11][CH:10]=[CH:9][C:6]=1[CH2:7][CH:15]([OH:14])[CH3:16])([CH3:3])[CH3:2]. The yield is 1.00.